Task: Predict the reaction yield, written as a fraction of the theoretical maximum amount of product (1.0 means a 100% yield; for example, 0.34 means a 34% yield).. Dataset: Reaction yield outcomes from USPTO patents with 853,638 reactions (1) The reactants are [F:1][C:2]1[CH:3]=[C:4]([S:9]([C:12]2[CH:13]=[C:14]3[C:18](=[CH:19][CH:20]=2)[NH:17][N:16]=[C:15]3[NH:21][C:22](=[O:49])[C:23]2[CH:28]=[CH:27][C:26]([N:29]3[CH2:34][CH2:33][N:32]([CH3:35])[CH2:31][CH2:30]3)=[CH:25][C:24]=2[N:36]([CH:43]2[CH2:48][CH2:47][O:46][CH2:45][CH2:44]2)C(=O)C(F)(F)F)(=[O:11])=[O:10])[CH:5]=[C:6]([F:8])[CH:7]=1.C(N(CC)CC)C. The catalyst is CO. The product is [F:1][C:2]1[CH:3]=[C:4]([S:9]([C:12]2[CH:13]=[C:14]3[C:18](=[CH:19][CH:20]=2)[NH:17][N:16]=[C:15]3[NH:21][C:22](=[O:49])[C:23]2[CH:28]=[CH:27][C:26]([N:29]3[CH2:30][CH2:31][N:32]([CH3:35])[CH2:33][CH2:34]3)=[CH:25][C:24]=2[NH:36][CH:43]2[CH2:48][CH2:47][O:46][CH2:45][CH2:44]2)(=[O:10])=[O:11])[CH:5]=[C:6]([F:8])[CH:7]=1. The yield is 0.810. (2) The reactants are Br[C:2]1[CH:3]=[C:4]([CH2:9][N:10]2[CH2:15][CH2:14][CH2:13][CH2:12][CH2:11]2)[C:5]([NH2:8])=[N:6][CH:7]=1.[C:16]([O:20][C:21]([CH3:24])([CH3:23])[CH3:22])(=[O:19])[CH:17]=[CH2:18].C(N(C(C)C)C(C)C)C.CC1C=CC=CC=1P(C1C=CC=CC=1C)C1C=CC=CC=1C. The catalyst is C(C#N)C.CC([O-])=O.CC([O-])=O.[Pd+2]. The product is [C:21]([O:20][C:16](=[O:19])/[CH:17]=[CH:18]/[C:2]1[CH:7]=[N:6][C:5]([NH2:8])=[C:4]([CH2:9][N:10]2[CH2:15][CH2:14][CH2:13][CH2:12][CH2:11]2)[CH:3]=1)([CH3:24])([CH3:23])[CH3:22]. The yield is 0.600. (3) The reactants are C(=O)([O-])[O-].[Cs+].[Cs+].[NH2:7][C:8]1[CH:9]=[C:10]([SH:14])[CH:11]=[CH:12][CH:13]=1.Cl[C:16]1[C:25]2[C:20](=[CH:21][C:22]([O:29][CH3:30])=[C:23]([O:26][CH2:27][CH3:28])[CH:24]=2)[N:19]=[CH:18][N:17]=1. The catalyst is C1COCC1. The product is [CH2:27]([O:26][C:23]1[CH:24]=[C:25]2[C:20](=[CH:21][C:22]=1[O:29][CH3:30])[N:19]=[CH:18][N:17]=[C:16]2[S:14][C:10]1[CH:9]=[C:8]([CH:13]=[CH:12][CH:11]=1)[NH2:7])[CH3:28]. The yield is 0.460. (4) The reactants are Br[C:2]1[CH:7]=[CH:6][C:5]([C:8]2([O:11][CH2:12][C:13]3[CH:18]=[CH:17][CH:16]=[CH:15][CH:14]=3)[CH2:10][CH2:9]2)=[C:4]([CH3:19])[CH:3]=1.[CH3:20][Si:21]([C:24]#[CH:25])([CH3:23])[CH3:22]. The catalyst is C(N(CC)CC)C.[Cu]I.Cl[Pd](Cl)([P](C1C=CC=CC=1)(C1C=CC=CC=1)C1C=CC=CC=1)[P](C1C=CC=CC=1)(C1C=CC=CC=1)C1C=CC=CC=1. The product is [CH2:12]([O:11][C:8]1([C:5]2[CH:6]=[CH:7][C:2]([C:25]#[C:24][Si:21]([CH3:23])([CH3:22])[CH3:20])=[CH:3][C:4]=2[CH3:19])[CH2:10][CH2:9]1)[C:13]1[CH:18]=[CH:17][CH:16]=[CH:15][CH:14]=1. The yield is 0.890. (5) The reactants are C(O[K])(C)(C)C.[N:7]1[CH:12]=[CH:11][CH:10]=[CH:9][C:8]=1[C:13]1[N:14]([CH2:20][O:21][CH2:22][CH2:23][Si:24]([CH3:27])([CH3:26])[CH3:25])[CH:15]=[C:16]([CH:18]=O)[N:17]=1.CC1C=CC(S([CH2:38][N+:39]#[C-])(=O)=O)=CC=1. The catalyst is C1COCC1. The product is [N:7]1[CH:12]=[CH:11][CH:10]=[CH:9][C:8]=1[C:13]1[N:14]([CH2:20][O:21][CH2:22][CH2:23][Si:24]([CH3:27])([CH3:26])[CH3:25])[CH:15]=[C:16]([CH2:18][C:38]#[N:39])[N:17]=1. The yield is 0.420. (6) The reactants are [C:1]1(=O)OC(=O)C2=CC=CC=C12.[C:12]1([C:14](=[CH:16][CH:17]=[CH:18][CH:19]=1)[OH:15])[OH:13]. No catalyst specified. The product is [CH3:1][C:16]1[CH:17]=[CH:18][CH:19]=[C:12]([OH:13])[C:14]=1[OH:15]. The yield is 0.150. (7) The yield is 0.750. The product is [CH3:1][C:2]1[O:6][N:5]=[C:4]([C:7]2[CH:8]=[CH:9][CH:10]=[CH:11][CH:12]=2)[C:3]=1[CH2:13][O:14][C:15]1[N:16]=[CH:17][C:18]([C:19]([N:24]2[CH2:29][CH2:28][CH2:27][CH2:26][CH2:25]2)=[O:21])=[CH:22][CH:23]=1. The reactants are [CH3:1][C:2]1[O:6][N:5]=[C:4]([C:7]2[CH:12]=[CH:11][CH:10]=[CH:9][CH:8]=2)[C:3]=1[CH2:13][O:14][C:15]1[CH:23]=[CH:22][C:18]([C:19]([OH:21])=O)=[CH:17][N:16]=1.[NH:24]1[CH2:29][CH2:28][CH2:27][CH2:26][CH2:25]1. No catalyst specified. (8) The reactants are [CH3:1][CH:2]1[NH:7][CH:6]([CH3:8])[CH2:5][N:4]([CH2:9][CH2:10][CH2:11][C:12]2[C:20]3[CH2:19][CH2:18][CH2:17][CH2:16][C:15]=3[NH:14][C:13]=2[CH:21]=O)[CH2:3]1.[CH3:23][NH:24][S:25]([C:28]1[CH:29]=[C:30]2[C:34](=[CH:35][CH:36]=1)[NH:33][C:32](=[O:37])[CH2:31]2)(=[O:27])=[O:26]. No catalyst specified. The product is [CH3:23][NH:24][S:25]([C:28]1[CH:29]=[C:30]2[C:34](=[CH:35][CH:36]=1)[NH:33][C:32](=[O:37])/[C:31]/2=[CH:21]\[C:13]1[NH:14][C:15]2[CH2:16][CH2:17][CH2:18][CH2:19][C:20]=2[C:12]=1[CH2:11][CH2:10][CH2:9][N:4]1[CH2:5][CH:6]([CH3:8])[NH:7][CH:2]([CH3:1])[CH2:3]1)(=[O:27])=[O:26]. The yield is 0.600. (9) The reactants are [C:1]([NH2:5])([CH3:4])([CH3:3])[CH3:2].[CH2:6]([O:8][C:9]([CH2:11][S:12](Cl)(=[O:14])=[O:13])=[O:10])[CH3:7]. The catalyst is C1COCC1. The product is [CH2:6]([O:8][C:9](=[O:10])[CH2:11][S:12](=[O:14])(=[O:13])[NH:5][C:1]([CH3:4])([CH3:3])[CH3:2])[CH3:7]. The yield is 0.430. (10) The reactants are [Cl:1][C:2]1[N:11]=[C:10](Cl)[C:9]2[C:4](=[CH:5][CH:6]=[C:7]([Cl:13])[CH:8]=2)[N:3]=1.[CH2:14]([NH2:24])[C:15]1[CH:23]=[CH:22][C:21]2[O:20][CH2:19][O:18][C:17]=2[CH:16]=1. The catalyst is C(O)C. The product is [O:20]1[C:21]2[CH:22]=[CH:23][C:15]([CH2:14][NH:24][C:10]3[C:9]4[C:4](=[CH:5][CH:6]=[C:7]([Cl:13])[CH:8]=4)[N:3]=[C:2]([Cl:1])[N:11]=3)=[CH:16][C:17]=2[O:18][CH2:19]1. The yield is 0.960.